This data is from Reaction yield outcomes from USPTO patents with 853,638 reactions. The task is: Predict the reaction yield, written as a fraction of the theoretical maximum amount of product (1.0 means a 100% yield; for example, 0.34 means a 34% yield). (1) The reactants are Br[CH2:2][CH2:3][N:4]1[CH2:8][CH2:7][N:6]([CH2:9][CH2:10][CH2:11][OH:12])[C:5]1=[C:13]([C:16]#[N:17])[C:14]#[N:15].[CH3:18][CH:19]1[CH2:23][CH2:22][CH2:21][NH:20]1.C(=O)([O-])[O-].[K+].[K+].[I-].[K+]. The catalyst is O1CCOCC1. The product is [OH:12][CH2:11][CH2:10][CH2:9][N:6]1[CH2:7][CH2:8][N:4]([CH2:3][CH2:2][N:20]2[CH2:21][CH2:22][CH2:23][CH:19]2[CH3:18])[C:5]1=[C:13]([C:16]#[N:17])[C:14]#[N:15]. The yield is 0.400. (2) The reactants are C([Li])(CC)C.C1CCCCC1.[C:12]1([C:18]2[CH:30]=[C:29]([C:31]3[CH:36]=[CH:35][CH:34]=[CH:33][CH:32]=3)[C:21]3[S:22][C:23]4[CH:28]=[CH:27][CH:26]=[CH:25][C:24]=4[C:20]=3[CH:19]=2)[CH:17]=[CH:16][CH:15]=[CH:14][CH:13]=1.C(O[B:41]1[O:45][C:44]([CH3:47])([CH3:46])[C:43]([CH3:49])([CH3:48])[O:42]1)(C)C. The catalyst is C1COCC1. The product is [C:31]1([C:29]2[C:21]3[S:22][C:23]4[C:28]([B:41]5[O:45][C:44]([CH3:47])([CH3:46])[C:43]([CH3:49])([CH3:48])[O:42]5)=[CH:27][CH:26]=[CH:25][C:24]=4[C:20]=3[CH:19]=[C:18]([C:12]3[CH:17]=[CH:16][CH:15]=[CH:14][CH:13]=3)[CH:30]=2)[CH:36]=[CH:35][CH:34]=[CH:33][CH:32]=1. The yield is 0.690. (3) The reactants are [Br:1][C:2]1[CH:3]=[C:4]([NH:10][C:11]2[CH:16]=[CH:15][C:14]([N:17]3[CH2:22][CH2:21][N:20]([CH3:23])[CH2:19][C@H:18]3[CH3:24])=[CH:13][N:12]=2)[C:5](=[O:9])[N:6]([CH3:8])[CH:7]=1.[O:25]1[CH2:28]C(=O)[CH2:26]1.[BH3-]C#N.[Na+].O. The catalyst is CO.[Cl-].[Zn+2].[Cl-]. The product is [Br:1][C:2]1[CH:3]=[C:4]([NH:10][C:11]2[CH:16]=[CH:15][C:14]([N:17]3[CH2:22][CH2:21][N:20]([CH:23]4[CH2:28][O:25][CH2:26]4)[CH2:19][C@H:18]3[CH3:24])=[CH:13][N:12]=2)[C:5](=[O:9])[N:6]([CH3:8])[CH:7]=1. The yield is 0.730. (4) The reactants are [C:1]1([CH:11]=O)[C:10]2[C:5](=[CH:6][CH:7]=[CH:8][CH:9]=2)[CH:4]=[CH:3][CH:2]=1.C([O-])([O-])=O.[K+].[K+].[C:19]1(P(=O)(C2C=CC=CC=2)C2C=CC=CC=2)[CH:24]=CC=C[CH:20]=1.[PH4+]. The catalyst is [Br-].C([P+](C1C=CC=CC=1)(C1C=CC=CC=1)C1C=CC=CC=1)C.CCCCCC.C1(C)C=CC=CC=1. The product is [CH2:19]([CH:24]=[CH:11][C:1]1[C:10]2[C:5](=[CH:6][CH:7]=[CH:8][CH:9]=2)[CH:4]=[CH:3][CH:2]=1)[CH3:20]. The yield is 0.630. (5) The reactants are O=P(Cl)(Cl)Cl.CN([CH:9]=[O:10])C.[CH2:11]([N:17]1[C:25]2[C:20](=[CH:21][CH:22]=[CH:23][CH:24]=2)[CH2:19][CH2:18]1)[CH2:12][CH2:13][CH2:14][CH2:15][CH3:16].C([O-])(=O)C.[Na+]. The catalyst is C(OC(=O)C)C.CCCCCC. The product is [CH2:11]([N:17]1[C:25]2[C:20](=[CH:21][C:22]([CH:9]=[O:10])=[CH:23][CH:24]=2)[CH2:19][CH2:18]1)[CH2:12][CH2:13][CH2:14][CH2:15][CH3:16]. The yield is 0.460. (6) The reactants are [C:1]([N:4]1[CH2:9][CH2:8][N:7]([C:10]2[CH:11]=[CH:12][C:13]([CH2:16][CH2:17][C:18]3[CH:19]=[C:20]([CH2:23][CH2:24][CH2:25][NH:26][C:27]([NH:29][NH:30]C(OC(C)(C)C)=O)=[O:28])[S:21][CH:22]=3)=[N:14][CH:15]=2)[CH2:6][CH2:5]1)(=[O:3])[CH3:2].FC(F)(F)C(O)=O. No catalyst specified. The product is [C:1]([N:4]1[CH2:9][CH2:8][N:7]([C:10]2[CH:11]=[CH:12][C:13]([CH2:16][CH2:17][C:18]3[CH:19]=[C:20]([CH2:23][CH2:24][CH2:25][NH:26][C:27]([NH:29][NH2:30])=[O:28])[S:21][CH:22]=3)=[N:14][CH:15]=2)[CH2:6][CH2:5]1)(=[O:3])[CH3:2]. The yield is 0.233. (7) The reactants are O[C:2]([CH3:17])([CH3:16])[C:3]#[C:4][C:5]([C:7]1[CH:12]=[CH:11][C:10]([N+:13]([O-:15])=[O:14])=[CH:9][CH:8]=1)=[O:6].C(NCC)C.C([OH:25])C. No catalyst specified. The product is [CH3:16][C:2]1([CH3:17])[C:3](=[O:25])[CH:4]=[C:5]([C:7]2[CH:12]=[CH:11][C:10]([N+:13]([O-:15])=[O:14])=[CH:9][CH:8]=2)[O:6]1. The yield is 0.920. (8) The reactants are BrCCBr.Cl[Si](C)(C)C.Br[C:11]1[S:12][CH:13]=[CH:14][N:15]=1.[CH3:16][O:17][C:18](=[O:33])[C:19]1[CH:31]=[C:30](I)[CH:29]=[C:21]([C:22]([N:24]([CH3:28])[CH2:25][CH2:26][CH3:27])=[O:23])[CH:20]=1. The catalyst is C1COCC1.[Zn].C1C=CC(/C=C/C(/C=C/C2C=CC=CC=2)=O)=CC=1.C1C=CC(/C=C/C(/C=C/C2C=CC=CC=2)=O)=CC=1.C1C=CC(/C=C/C(/C=C/C2C=CC=CC=2)=O)=CC=1.[Pd].[Pd]. The product is [CH3:16][O:17][C:18](=[O:33])[C:19]1[CH:31]=[C:30]([C:11]2[S:12][CH:13]=[CH:14][N:15]=2)[CH:29]=[C:21]([C:22]([N:24]([CH3:28])[CH2:25][CH2:26][CH3:27])=[O:23])[CH:20]=1. The yield is 0.950. (9) The reactants are [F:1][C:2]1[CH:3]=[C:4]([C:8]2[CH:16]=[CH:15][C:11]([C:12]([OH:14])=O)=[CH:10][N:9]=2)[CH:5]=[CH:6][CH:7]=1.CC[N:19]([CH:23]([CH3:25])[CH3:24])C(C)C.CN(C(ON1N=N[C:36]2[CH:37]=C[CH:39]=[CH:40][C:35]1=2)=[N+](C)C)C.F[P-](F)(F)(F)(F)F.CN(C=[O:54])C. No catalyst specified. The product is [F:1][C:2]1[CH:3]=[C:4]([C:8]2[CH:16]=[CH:15][C:11]([C:12]([NH:19][C@H:23]3[CH2:24][CH2:39][CH2:40][C@@H:35]([CH:36]([OH:54])[CH3:37])[CH2:25]3)=[O:14])=[CH:10][N:9]=2)[CH:5]=[CH:6][CH:7]=1. The yield is 0.730. (10) The reactants are Br[CH2:2][C:3]1[CH:4]=[C:5]([CH:8]=[CH:9][CH:10]=1)[CH:6]=O.S(C1C=CC(C)=CC=1)(O)(=O)=O.[CH:22]1([O:27][C:28](=[O:35])[C@H:29]([CH2:31][CH:32]([CH3:34])[CH3:33])[NH2:30])[CH2:26][CH2:25][CH2:24][CH2:23]1.C(O[BH-](OC(=O)C)OC(=O)C)(=O)C.[Na+].Cl.[CH3:51][NH2:52].C(=O)([O-])O.[Na+]. The catalyst is ClC(Cl)C.CO.C(OCC)(=O)C. The product is [CH3:51][NH:52][CH2:2][C:3]1[CH:4]=[C:5]([CH:8]=[CH:9][CH:10]=1)[CH2:6][NH:30][C@H:29]([C:28]([O:27][CH:22]1[CH2:23][CH2:24][CH2:25][CH2:26]1)=[O:35])[CH2:31][CH:32]([CH3:33])[CH3:34]. The yield is 0.150.